This data is from Full USPTO retrosynthesis dataset with 1.9M reactions from patents (1976-2016). The task is: Predict the reactants needed to synthesize the given product. (1) Given the product [Br:14][CH2:15][CH2:16][CH2:17][CH2:18][O:12][C:9]1[CH:10]=[CH:11][C:6]([CH2:5][CH2:4][C:3]([O:2][CH3:1])=[O:13])=[CH:7][CH:8]=1, predict the reactants needed to synthesize it. The reactants are: [CH3:1][O:2][C:3](=[O:13])[CH2:4][CH2:5][C:6]1[CH:11]=[CH:10][C:9]([OH:12])=[CH:8][CH:7]=1.[Br:14][CH2:15][CH2:16][CH2:17][CH2:18]Br.C(=O)([O-])[O-].[Cs+].[Cs+]. (2) The reactants are: C[O:2][C:3]([C:5]12[CH2:14][CH:9]3[S:10][CH:11]([S:13][CH:7]([S:8]3)[CH2:6]1)[CH2:12]2)=O.C1(C)C=CC=CC=1.[H-].C([Al+]CC(C)C)C(C)C. Given the product [OH:2][CH2:3][C:5]12[CH2:12][CH:11]3[S:10][CH:9]([S:8][CH:7]([S:13]3)[CH2:6]1)[CH2:14]2, predict the reactants needed to synthesize it. (3) Given the product [CH3:1][C:2]1[C:6]([C:7]2[CH:8]=[C:9]([CH:17]([C:19]3[CH:20]=[CH:21][C:22]([F:25])=[CH:23][CH:24]=3)[CH3:18])[C:10]3[NH:14][C:13](=[O:15])[NH:12][C:11]=3[CH:16]=2)=[C:5]([CH3:26])[O:4][N:3]=1, predict the reactants needed to synthesize it. The reactants are: [CH3:1][C:2]1[C:6]([C:7]2[CH:8]=[C:9]([C:17]([C:19]3[CH:24]=[CH:23][C:22]([F:25])=[CH:21][CH:20]=3)=[CH2:18])[C:10]3[NH:14][C:13](=[O:15])[NH:12][C:11]=3[CH:16]=2)=[C:5]([CH3:26])[O:4][N:3]=1. (4) Given the product [CH2:2]1[C:11]2[C:6](=[CH:7][C:8]([C:12]([O:14][CH3:15])=[O:13])=[CH:9][CH:10]=2)[CH2:5][CH2:4][N:3]1[C:23]([O:22][C:19]([CH3:21])([CH3:20])[CH3:18])=[O:24], predict the reactants needed to synthesize it. The reactants are: Cl.[CH2:2]1[C:11]2[C:6](=[CH:7][C:8]([C:12]([O:14][CH3:15])=[O:13])=[CH:9][CH:10]=2)[CH2:5][CH2:4][NH:3]1.[OH-].[Na+].[CH3:18][C:19]([O:22][C:23](O[C:23]([O:22][C:19]([CH3:21])([CH3:20])[CH3:18])=[O:24])=[O:24])([CH3:21])[CH3:20].O. (5) Given the product [NH2:1][C:2]1[N:10]=[C:9]([O:11][CH2:12][CH2:13][CH2:14][CH3:15])[N:8]=[C:7]2[C:3]=1[NH:4][C:5](=[O:28])[N:6]2[CH2:16][CH2:17][CH2:18][O:19][C:20]1[CH:27]=[CH:26][C:23]([CH2:24][N:31]([CH3:32])[CH3:30])=[CH:22][CH:21]=1, predict the reactants needed to synthesize it. The reactants are: [NH2:1][C:2]1[N:10]=[C:9]([O:11][CH2:12][CH2:13][CH2:14][CH3:15])[N:8]=[C:7]2[C:3]=1[N:4]=[C:5]([O:28]C)[N:6]2[CH2:16][CH2:17][CH2:18][O:19][C:20]1[CH:27]=[CH:26][C:23]([CH:24]=O)=[CH:22][CH:21]=1.[CH3:30][NH:31][CH3:32].[BH4-].C(O)(=O)C.C(O)(=O)C.C(O)(=O)C.[Na+].C(=O)([O-])O.[Na+].